Dataset: Reaction yield outcomes from USPTO patents with 853,638 reactions. Task: Predict the reaction yield, written as a fraction of the theoretical maximum amount of product (1.0 means a 100% yield; for example, 0.34 means a 34% yield). (1) The reactants are C(Cl)(=O)C(Cl)=O.CS(C)=O.[Cl:11][C:12]1[CH:28]=[C:27]([C:29]([F:32])([F:31])[F:30])[CH:26]=[CH:25][C:13]=1[CH2:14][N:15]1[C:19]([CH2:20][OH:21])=[CH:18][C:17]([CH:22]([CH3:24])[CH3:23])=[N:16]1.C(N(CC)CC)C. The catalyst is C(Cl)Cl.O. The product is [Cl:11][C:12]1[CH:28]=[C:27]([C:29]([F:32])([F:30])[F:31])[CH:26]=[CH:25][C:13]=1[CH2:14][N:15]1[C:19]([CH:20]=[O:21])=[CH:18][C:17]([CH:22]([CH3:24])[CH3:23])=[N:16]1. The yield is 0.990. (2) The reactants are [CH3:1][C:2]([CH3:5])([O-])[CH3:3].[K+].O1C[CH2:10][CH2:9][CH2:8]1.[CH3:12][C:13]1[CH:18]=[CH:17][C:16]([N:19]([C:27]2[CH:34]=[CH:33][C:30]([CH:31]=O)=[CH:29][CH:28]=2)[C:20]2[CH:25]=[CH:24][C:23]([CH3:26])=[CH:22][CH:21]=2)=[CH:15][CH:14]=1.Cl.[OH2:36]. No catalyst specified. The product is [OH:36][C:1]1[CH:10]=[CH:9][CH:8]=[CH:3][C:2]=1[CH:5]=[CH:12][C:13]1[CH:18]=[CH:17][C:16]([N:19]([C:27]2[CH:34]=[CH:33][C:30]([CH3:31])=[CH:29][CH:28]=2)[C:20]2[CH:25]=[CH:24][C:23]([CH3:26])=[CH:22][CH:21]=2)=[CH:15][CH:14]=1. The yield is 0.720.